This data is from Catalyst prediction with 721,799 reactions and 888 catalyst types from USPTO. The task is: Predict which catalyst facilitates the given reaction. Reactant: O.[NH2:2][C:3]1[CH:8]=[C:7]([OH:9])[N:6]=[C:5]([SH:10])[N:4]=1.[OH-].[K+].O.[F:14][C:15]1[CH:22]=[CH:21][CH:20]=[CH:19][C:16]=1[CH2:17]Br. Product: [NH2:2][C:3]1[N:4]=[C:5]([S:10][CH2:17][C:16]2[CH:19]=[CH:20][CH:21]=[CH:22][C:15]=2[F:14])[N:6]=[C:7]([OH:9])[CH:8]=1. The catalyst class is: 3.